Predict the product of the given reaction. From a dataset of Forward reaction prediction with 1.9M reactions from USPTO patents (1976-2016). Given the reactants [C:1]1([NH:7][C:8](=[NH:15])[C:9]2[CH:14]=[CH:13][CH:12]=[CH:11][CH:10]=2)[CH:6]=[CH:5][CH:4]=[CH:3][CH:2]=1.[CH3:16][O:17][C:18](=[O:24])[C:19](=O)[CH:20](Br)[CH3:21], predict the reaction product. The product is: [CH3:16][O:17][C:18]([C:19]1[N:15]=[C:8]([C:9]2[CH:14]=[CH:13][CH:12]=[CH:11][CH:10]=2)[N:7]([C:1]2[CH:2]=[CH:3][CH:4]=[CH:5][CH:6]=2)[C:20]=1[CH3:21])=[O:24].